Task: Predict the reaction yield, written as a fraction of the theoretical maximum amount of product (1.0 means a 100% yield; for example, 0.34 means a 34% yield).. Dataset: Reaction yield outcomes from USPTO patents with 853,638 reactions The reactants are [O:1]1[C:5]2[CH:6]=[CH:7][CH:8]=[CH:9][C:4]=2[CH:3]=[C:2]1[CH:10]=O.[CH3:12][O:13][C:14](=[O:31])[C:15]1[C:16](=[C:21]([NH:25]CCCCC)[CH:22]=[CH:23][CH:24]=1)[C:17]([O:19][CH3:20])=[O:18]. No catalyst specified. The product is [CH3:12][O:13][C:14](=[O:31])[C:15]1[C:16](=[C:21]([NH:25][CH2:10][C:2]2[O:1][C:5]3[CH:6]=[CH:7][CH:8]=[CH:9][C:4]=3[CH:3]=2)[CH:22]=[CH:23][CH:24]=1)[C:17]([O:19][CH3:20])=[O:18]. The yield is 0.830.